Task: Predict which catalyst facilitates the given reaction.. Dataset: Catalyst prediction with 721,799 reactions and 888 catalyst types from USPTO (1) Reactant: [CH3:1][O:2][C:3](=[O:20])[CH:4]([C:13]1[CH:18]=[CH:17][C:16](Br)=[CH:15][CH:14]=1)[CH2:5][CH2:6][CH:7]1[CH2:11][CH2:10][CH2:9][N:8]1[CH3:12].[C:21]([O:25][C:26](=[O:39])[NH:27][C:28]1[CH:33]=[CH:32][CH:31]=[CH:30][C:29]=1[NH:34][C:35](=[O:38])[CH:36]=[CH2:37])([CH3:24])([CH3:23])[CH3:22].C1(C)C=CC=CC=1P(C1C=CC=CC=1C)C1C=CC=CC=1C.C(N(CC)CC)C.[NH4+].[Cl-]. Product: [CH3:1][O:2][C:3](=[O:20])[CH:4]([C:13]1[CH:18]=[CH:17][C:16](/[CH:37]=[CH:36]/[C:35](=[O:38])[NH:34][C:29]2[CH:30]=[CH:31][CH:32]=[CH:33][C:28]=2[NH:27][C:26]([O:25][C:21]([CH3:24])([CH3:23])[CH3:22])=[O:39])=[CH:15][CH:14]=1)[CH2:5][CH2:6][CH:7]1[CH2:11][CH2:10][CH2:9][N:8]1[CH3:12]. The catalyst class is: 533. (2) Reactant: [OH:1][C:2]1[CH:7]=[CH:6][C:5]([C:8]2([CH2:12][C:13]([O:15][CH2:16][CH3:17])=[O:14])[CH2:11][O:10][CH2:9]2)=[CH:4][CH:3]=1.[O:18](S(C(F)(F)F)(=O)=O)[S:19]([C:22]([F:25])([F:24])[F:23])(=O)=[O:20]. Product: [F:23][C:22]([F:25])([F:24])[S:19]([O:1][C:2]1[CH:7]=[CH:6][C:5]([C:8]2([CH2:12][C:13]([O:15][CH2:16][CH3:17])=[O:14])[CH2:9][O:10][CH2:11]2)=[CH:4][CH:3]=1)(=[O:20])=[O:18]. The catalyst class is: 2. (3) Reactant: [Br:1][C:2]1[C:3]([CH3:9])=[CH:4][C:5](F)=[N:6][CH:7]=1.[NH:10]1[CH2:15][CH2:14][O:13][CH2:12][CH2:11]1. Product: [Br:1][C:2]1[C:3]([CH3:9])=[CH:4][C:5]([N:10]2[CH2:15][CH2:14][O:13][CH2:12][CH2:11]2)=[N:6][CH:7]=1. The catalyst class is: 210. (4) Reactant: [CH2:1]([O:3][C:4](=[O:19])[C:5]1[CH:10]=[C:9]([CH3:11])[C:8]([N:12]2[CH2:17][CH2:16][NH:15][C@H:14]([CH3:18])[CH2:13]2)=[N:7][CH:6]=1)[CH3:2].[Cl:20][C:21]1[CH:26]=[C:25](Cl)[N:24]=[C:23]([N:28]2[CH2:32][CH2:31][CH2:30][CH:29]2[CH3:33])[N:22]=1.C([O-])(O)=O.[Na+]. Product: [CH2:1]([O:3][C:4](=[O:19])[C:5]1[CH:10]=[C:9]([CH3:11])[C:8]([N:12]2[CH2:17][CH2:16][N:15]([C:25]3[CH:26]=[C:21]([Cl:20])[N:22]=[C:23]([N:28]4[CH2:32][CH2:31][CH2:30][CH:29]4[CH3:33])[N:24]=3)[C@H:14]([CH3:18])[CH2:13]2)=[N:7][CH:6]=1)[CH3:2]. The catalyst class is: 44. (5) Reactant: [F:1][C:2]1[CH:3]=[C:4]([CH:30]=[C:31]([F:33])[CH:32]=1)[CH2:5][C:6]1[CH:7]=[C:8]2[C:12](=[CH:13][CH:14]=1)[NH:11][N:10]=[C:9]2[NH:15][C:16]([C:18]1[CH:26]=[CH:25][C:21]([C:22]([OH:24])=O)=[CH:20][C:19]=1[N+:27]([O-:29])=[O:28])=[O:17].ON1C2C=CC=CC=2N=N1.CCN=C=NCCCN(C)C.[CH3:55][N:56]1[CH2:61][CH2:60][NH:59][CH2:58][CH2:57]1. The catalyst class is: 3. Product: [F:1][C:2]1[CH:3]=[C:4]([CH:30]=[C:31]([F:33])[CH:32]=1)[CH2:5][C:6]1[CH:7]=[C:8]2[C:12](=[CH:13][CH:14]=1)[NH:11][N:10]=[C:9]2[NH:15][C:16](=[O:17])[C:18]1[CH:26]=[CH:25][C:21]([C:22]([N:59]2[CH2:60][CH2:61][N:56]([CH3:55])[CH2:57][CH2:58]2)=[O:24])=[CH:20][C:19]=1[N+:27]([O-:29])=[O:28].